Dataset: Full USPTO retrosynthesis dataset with 1.9M reactions from patents (1976-2016). Task: Predict the reactants needed to synthesize the given product. (1) Given the product [F:24][C@@H:25]1[CH2:29][CH2:28][N:27]([C:2]2[N:7]3[N:8]=[C:9]([CH3:11])[CH:10]=[C:6]3[N:5]=[C:4]([NH:12][C:13]([CH:15]3[CH2:17][CH:16]3[C:18]3[CH:23]=[CH:22][CH:21]=[CH:20][CH:19]=3)=[O:14])[CH:3]=2)[CH2:26]1, predict the reactants needed to synthesize it. The reactants are: Cl[C:2]1[N:7]2[N:8]=[C:9]([CH3:11])[CH:10]=[C:6]2[N:5]=[C:4]([NH:12][C:13]([CH:15]2[CH2:17][CH:16]2[C:18]2[CH:23]=[CH:22][CH:21]=[CH:20][CH:19]=2)=[O:14])[CH:3]=1.[F:24][C@@H:25]1[CH2:29][CH2:28][NH:27][CH2:26]1. (2) Given the product [Cl:1][C:2]1[CH:3]=[CH:4][C:5]([O:11][CH2:12][C:13]2[CH:15]=[CH:21][CH:16]=[CH:17][CH:14]=2)=[C:6]([CH2:8][C:9]#[N:10])[CH:7]=1, predict the reactants needed to synthesize it. The reactants are: [Cl:1][C:2]1[CH:3]=[CH:4][C:5]([O:11][CH2:12][CH:13]([CH3:15])[CH3:14])=[C:6]([CH2:8][C:9]#[N:10])[CH:7]=1.[C:16]1(COC2C=CC(Cl)=CC=2CCl)[CH:21]=CC=C[CH:17]=1.[C-]#N.[Na+]. (3) Given the product [I:55][C:49]1[CH:50]=[C:51]([N+:52]([O-:54])=[O:53])[C:46]([NH:23][CH:21]([C:5]2[CH:6]=[CH:7][C:8]([O:9][CH2:10][C:11]3[CH:16]=[CH:15][C:14]([C:17]([F:19])([F:18])[F:20])=[CH:13][CH:12]=3)=[C:3]([O:2][CH3:1])[CH:4]=2)[CH3:22])=[N:47][CH:48]=1, predict the reactants needed to synthesize it. The reactants are: [CH3:1][O:2][C:3]1[CH:4]=[C:5]([CH:21]([NH2:23])[CH3:22])[CH:6]=[CH:7][C:8]=1[O:9][CH2:10][C:11]1[CH:16]=[CH:15][C:14]([C:17]([F:20])([F:19])[F:18])=[CH:13][CH:12]=1.ClCC1C=CC(C(F)(F)F)=CC=1.C(N(CC)C(C)C)(C)C.Cl[C:46]1[C:51]([N+:52]([O-:54])=[O:53])=[CH:50][C:49]([I:55])=[CH:48][N:47]=1. (4) Given the product [O:12]=[C:10]1[C:11]2[C:6](=[CH:5][CH:4]=[CH:3][C:2]=2[NH:1][C:29]([C:24]2[CH:25]=[N:26][CH:27]=[CH:28][N:23]=2)=[O:30])[CH2:7][CH2:8][N:9]1[C:13]1[CH:18]=[CH:17][CH:16]=[C:15]([C:19]([F:22])([F:20])[F:21])[CH:14]=1, predict the reactants needed to synthesize it. The reactants are: [NH2:1][C:2]1[CH:3]=[CH:4][CH:5]=[C:6]2[C:11]=1[C:10](=[O:12])[N:9]([C:13]1[CH:18]=[CH:17][CH:16]=[C:15]([C:19]([F:22])([F:21])[F:20])[CH:14]=1)[CH2:8][CH2:7]2.[N:23]1[CH:28]=[CH:27][N:26]=[CH:25][C:24]=1[C:29](O)=[O:30].CN(C(ON1N=NC2C=CC=NC1=2)=[N+](C)C)C.F[P-](F)(F)(F)(F)F.CCN(C(C)C)C(C)C. (5) Given the product [NH:23]1[C:27]2[CH:28]=[CH:29][CH:30]=[CH:31][C:26]=2[N:25]=[C:24]1[C:32]1[CH:33]=[C:34]([NH:35][C:8](=[O:10])[C:7]2[CH:2]=[CH:3][C:4]([N:43]3[CH2:42][C@@H:41]([CH3:40])[O:46][C@@H:45]([CH3:47])[CH2:44]3)=[N:5][CH:6]=2)[CH:36]=[CH:37][C:38]=1[Cl:39], predict the reactants needed to synthesize it. The reactants are: Cl[C:2]1[C:7]([C:8]([OH:10])=O)=[CH:6][N:5]=[C:4](Cl)[CH:3]=1.ClC1C(C)=CC(C(O)=O)=CN=1.[NH:23]1[C:27]2[CH:28]=[CH:29][CH:30]=[CH:31][C:26]=2[N:25]=[C:24]1[C:32]1[CH:33]=[C:34]([CH:36]=[CH:37][C:38]=1[Cl:39])[NH2:35].[CH3:40][C@@H:41]1[O:46][C@H:45]([CH3:47])[CH2:44][NH:43][CH2:42]1. (6) Given the product [N:1]1([CH2:6][CH:7]2[CH2:12][CH2:11][N:10]([C:13]3[CH:20]=[CH:19][C:16]([CH2:17][N:21]4[CH2:26][CH2:25][S:24][CH2:23][CH2:22]4)=[CH:15][CH:14]=3)[CH2:9][CH2:8]2)[CH2:5][CH2:4][CH2:3][CH2:2]1, predict the reactants needed to synthesize it. The reactants are: [N:1]1([CH2:6][CH:7]2[CH2:12][CH2:11][N:10]([C:13]3[CH:20]=[CH:19][C:16]([CH:17]=O)=[CH:15][CH:14]=3)[CH2:9][CH2:8]2)[CH2:5][CH2:4][CH2:3][CH2:2]1.[NH:21]1[CH2:26][CH2:25][S:24][CH2:23][CH2:22]1. (7) Given the product [CH3:1][N:2]([C:12]1[CH:13]=[N:14][CH:15]=[N:16][CH:17]=1)[C:3]1[CH:4]=[C:5]([CH:9]=[CH:10][CH:11]=1)[C:6]([NH:24][C:21]1[S:22][CH:23]=[C:19]([CH3:18])[N:20]=1)=[O:8], predict the reactants needed to synthesize it. The reactants are: [CH3:1][N:2]([C:12]1[CH:13]=[N:14][CH:15]=[N:16][CH:17]=1)[C:3]1[CH:4]=[C:5]([CH:9]=[CH:10][CH:11]=1)[C:6]([OH:8])=O.[CH3:18][C:19]1[N:20]=[C:21]([NH2:24])[S:22][CH:23]=1.F[P-](F)(F)(F)(F)F.N1(OC(N(C)C)=[N+](C)C)C2N=CC=CC=2N=N1.CCN(C(C)C)C(C)C. (8) The reactants are: [C:1]([C:3]1[C:4]([N:21]2[CH2:26][CH2:25][CH:24]([C:27]([OH:29])=O)[CH2:23][CH2:22]2)=[N:5][C:6]([CH2:14][N:15]2[CH2:19][CH2:18][CH2:17][C:16]2=[O:20])=[C:7]([C:9]([O:11][CH2:12][CH3:13])=[O:10])[CH:8]=1)#[N:2].[CH3:30][Si:31]([CH3:44])([CH3:43])[C:32]1[CH:37]=[CH:36][C:35]([CH2:38][S:39]([NH2:42])(=[O:41])=[O:40])=[CH:34][CH:33]=1. Given the product [C:1]([C:3]1[C:4]([N:21]2[CH2:22][CH2:23][CH:24]([C:27](=[O:29])[NH:42][S:39]([CH2:38][C:35]3[CH:36]=[CH:37][C:32]([Si:31]([CH3:44])([CH3:43])[CH3:30])=[CH:33][CH:34]=3)(=[O:41])=[O:40])[CH2:25][CH2:26]2)=[N:5][C:6]([CH2:14][N:15]2[CH2:19][CH2:18][CH2:17][C:16]2=[O:20])=[C:7]([CH:8]=1)[C:9]([O:11][CH2:12][CH3:13])=[O:10])#[N:2], predict the reactants needed to synthesize it. (9) Given the product [ClH:1].[CH3:33][O:32][CH2:31][CH2:30][N:29]([CH2:28][C:23]1[CH:24]=[CH:25][CH:26]=[CH:27][N:22]=1)[C:19](=[O:20])[CH2:18][C:17]1[N:11]2[CH:12]=[CH:13][C:14]([CH3:16])=[CH:15][C:10]2=[N:9][C:8]=1[C:5]1[CH:4]=[CH:3][C:2]([Cl:1])=[CH:7][CH:6]=1, predict the reactants needed to synthesize it. The reactants are: [Cl:1][C:2]1[CH:7]=[CH:6][C:5]([C:8]2[N:9]=[C:10]3[CH:15]=[C:14]([CH3:16])[CH:13]=[CH:12][N:11]3[C:17]=2[CH2:18][C:19](O)=[O:20])=[CH:4][CH:3]=1.[N:22]1[CH:27]=[CH:26][CH:25]=[CH:24][C:23]=1[CH2:28][NH:29][CH2:30][CH2:31][O:32][CH3:33]. (10) Given the product [CH2:12]([O:14][C:2]1[CH:7]=[C:6]([O:8][CH3:9])[CH:5]=[C:4]([F:10])[C:3]=1[Br:11])[CH3:13], predict the reactants needed to synthesize it. The reactants are: F[C:2]1[CH:7]=[C:6]([O:8][CH3:9])[CH:5]=[C:4]([F:10])[C:3]=1[Br:11].[CH2:12]([OH:14])[CH3:13].